Dataset: Full USPTO retrosynthesis dataset with 1.9M reactions from patents (1976-2016). Task: Predict the reactants needed to synthesize the given product. (1) Given the product [Cl:28][C:29]1[CH:30]=[C:31]([CH:35]=[C:36]([CH3:38])[N:37]=1)[C:32]([NH:12][C:10]1[S:11][C:7]2[C:6]([N:13]3[CH2:18][CH2:17][O:16][CH2:15][CH2:14]3)=[CH:5][CH:4]=[C:3]([O:2][CH3:1])[C:8]=2[N:9]=1)=[O:33], predict the reactants needed to synthesize it. The reactants are: [CH3:1][O:2][C:3]1[C:8]2[N:9]=[C:10]([NH2:12])[S:11][C:7]=2[C:6]([N:13]2[CH2:18][CH2:17][O:16][CH2:15][CH2:14]2)=[CH:5][CH:4]=1.C(N(C(C)C)C(C)C)C.[Cl:28][C:29]1[CH:30]=[C:31]([CH:35]=[C:36]([CH3:38])[N:37]=1)[C:32](Cl)=[O:33].CO. (2) Given the product [CH2:1]([O:8][CH2:9][C:10]1([C:16]([O:18][CH3:19])=[O:17])[CH2:11][N:12]([C:21]2[CH:22]=[N:23][N:24]3[CH2:29][C@H:28]([CH3:30])[N:27]([C:31]([O:33][C:34]([CH3:35])([CH3:37])[CH3:36])=[O:32])[CH2:26][C:25]=23)[C:13](=[O:15])[CH2:14]1)[C:2]1[CH:3]=[CH:4][CH:5]=[CH:6][CH:7]=1, predict the reactants needed to synthesize it. The reactants are: [CH2:1]([O:8][CH2:9][C:10]1([C:16]([O:18][CH3:19])=[O:17])[CH2:14][C:13](=[O:15])[NH:12][CH2:11]1)[C:2]1[CH:7]=[CH:6][CH:5]=[CH:4][CH:3]=1.I[C:21]1[CH:22]=[N:23][N:24]2[CH2:29][C@H:28]([CH3:30])[N:27]([C:31]([O:33][C:34]([CH3:37])([CH3:36])[CH3:35])=[O:32])[CH2:26][C:25]=12.[O-]P([O-])([O-])=O.[K+].[K+].[K+].CN[C@@H]1CCCC[C@H]1NC.